From a dataset of Experimentally validated miRNA-target interactions with 360,000+ pairs, plus equal number of negative samples. Binary Classification. Given a miRNA mature sequence and a target amino acid sequence, predict their likelihood of interaction. (1) The miRNA is hsa-miR-4449 with sequence CGUCCCGGGGCUGCGCGAGGCA. The protein sequence of the target gene is MASSNPPPQPAIGAPLAPSAPGPSPEVEEDSGEAFEFDDSDEEEDTSSGLVVPGLAPERDTEPSLICFDTVPGSDLDPAAAPPQTEAPTVVSNGDAVGAAISGVRRSSWKRKSSRRIDRFTFPALEEDVIYDDVPCESPDAHQPGAERGLVYEDVHRAGAPRETEDLGWSSSEFESYSEDSGEETKPEAEPTKHRGSFQPKLSPDLTRLKERYVRTKRDILALRVGGRDMQELKLKCDCKMTQLMKAAKSGTRDGLEKTRMAVMRKVSFLHRKDVLGDSEEEDMGLLEVGVTDIKPPAPE.... Result: 0 (no interaction). (2) The miRNA is mmu-miR-471-3p with sequence UGAAAGGUGCCAUACUAUGUAU. The protein sequence of the target gene is MLDGLKMEENFQSAIETSASFSSLLGRAVSPKSVCEGCQRVISDRFLLRLNDSFWHEQCVQCASCKEPLETTCFYRDKKLYCKYHYEKLFAVKCGGCFEAIAPNEFVMRAQKSVYHLSCFCCCVCERQLQKGDEFVLKEGQLLCKGDYEKERELLSLVSPAASDSGKSDDEESLCKSAHGAGKGASEDGKDHKRPKRPRTILTTQQRRAFKASFEVSSKPCRKVRETLAAETGLSVRVVQVWFQNQRAKMKKLARRQQQQQQDQQNTQRLTSAQTNGSGNAGMEGIMNPYTTLPTPQQLL.... Result: 1 (interaction). (3) The miRNA is cel-miR-73-3p with sequence UGGCAAGAUGUAGGCAGUUCAGU. The protein sequence of the target gene is MVGQRVLLLVAFLLSGVLLSEAAKILTISTLGGSHYLLLDRVSQILQEHGHNVTMLHQSGKFLIPDIKEEEKSYQVIRWFSPEDHQKRIKKHFDSYIETALDGRKESEALVKLMEIFGTQCSYLLSRKDIMDSLKNENYDLVFVEAFDFCSFLIAEKLVKPFVAILPTTFGSLDFGLPSPLSYVPVFPSLLTDHMDFWGRVKNFLMFFSFSRSQWDMQSTFDNTIKEHFPEGSRPVLSHLLLKAELWFVNSDFAFDFARPLLPNTVYIGGLMEKPIKPVPQDLDNFIANFGDAGFVLVAF.... Result: 0 (no interaction).